Task: Predict the reaction yield, written as a fraction of the theoretical maximum amount of product (1.0 means a 100% yield; for example, 0.34 means a 34% yield).. Dataset: Reaction yield outcomes from USPTO patents with 853,638 reactions (1) The reactants are C([O:3][C:4](=[O:30])[CH2:5][CH2:6][C:7]1[N:8]=[C:9]([NH:12][C:13]([NH:15][C:16]2[CH:21]=[CH:20][C:19]([CH3:22])=[CH:18][C:17]=2[C:23]([CH:25]2[CH2:29][CH2:28][CH2:27][CH2:26]2)=[O:24])=[O:14])[S:10][CH:11]=1)C. The catalyst is [Li+].[OH-]. The product is [CH:25]1([C:23]([C:17]2[CH:18]=[C:19]([CH3:22])[CH:20]=[CH:21][C:16]=2[NH:15][C:13](=[O:14])[NH:12][C:9]2[S:10][CH:11]=[C:7]([CH2:6][CH2:5][C:4]([OH:30])=[O:3])[N:8]=2)=[O:24])[CH2:29][CH2:28][CH2:27][CH2:26]1. The yield is 0.880. (2) The reactants are FC(F)(F)C(O)=O.[C:8]1([C:14]2[CH:19]=[C:18]([CH:20]3[CH2:25][CH2:24][NH:23][CH2:22][CH2:21]3)[CH:17]=[CH:16][C:15]=2[NH:26][C:27]([C:29]2[NH:30][CH:31]=[C:32]([C:34]#[N:35])[N:33]=2)=[O:28])[CH2:13][CH2:12][CH2:11][CH2:10][CH:9]=1.CCN(CC)CC.Cl.[C:44](Cl)(=[O:51])[C:45]1[CH:50]=[CH:49][CH:48]=[N:47][CH:46]=1.CO. The catalyst is C(Cl)Cl.CCOC(C)=O. The product is [C:8]1([C:14]2[CH:19]=[C:18]([CH:20]3[CH2:21][CH2:22][N:23]([C:44]([C:45]4[CH:46]=[N:47][CH:48]=[CH:49][CH:50]=4)=[O:51])[CH2:24][CH2:25]3)[CH:17]=[CH:16][C:15]=2[NH:26][C:27]([C:29]2[NH:30][CH:31]=[C:32]([C:34]#[N:35])[N:33]=2)=[O:28])[CH2:13][CH2:12][CH2:11][CH2:10][CH:9]=1. The yield is 0.830. (3) The product is [Cl:3][C:4]1[CH:5]=[CH:6][C:7]([NH:14][C:15](=[O:28])[CH2:16][C:17]2[CH:22]=[CH:21][CH:20]=[C:19]([C:23]3[CH:27]=[CH:26][O:25][CH:24]=3)[CH:18]=2)=[C:8]([CH:13]=1)[C:9]([OH:11])=[O:10]. The catalyst is C1COCC1. The reactants are [OH-].[Na+].[Cl:3][C:4]1[CH:5]=[CH:6][C:7]([NH:14][C:15](=[O:28])[CH2:16][C:17]2[CH:22]=[CH:21][CH:20]=[C:19]([C:23]3[CH:27]=[CH:26][O:25][CH:24]=3)[CH:18]=2)=[C:8]([CH:13]=1)[C:9]([O:11]C)=[O:10].Cl. The yield is 0.880. (4) The reactants are CC(O)=O.CCN(C(C)C)C(C)C.[F:14][C:15]([F:30])([F:29])[O:16][C:17]1[CH:18]=[C:19]([CH:26]=[CH:27][CH:28]=1)[CH2:20][NH:21][C:22](=[O:25])[C:23]#[CH:24].[N:31]([CH2:34][CH2:35][CH2:36][CH2:37][N:38]1[CH:43]=[CH:42][C:41]([CH3:44])=[CH:40][C:39]1=[O:45])=[N+:32]=[N-:33]. The catalyst is C(Cl)Cl.[Cu]I. The product is [CH3:44][C:41]1[CH:42]=[CH:43][N:38]([CH2:37][CH2:36][CH2:35][CH2:34][N:31]2[CH:24]=[C:23]([C:22]([NH:21][CH2:20][C:19]3[CH:26]=[CH:27][CH:28]=[C:17]([O:16][C:15]([F:29])([F:30])[F:14])[CH:18]=3)=[O:25])[N:33]=[N:32]2)[C:39](=[O:45])[CH:40]=1. The yield is 0.740. (5) The reactants are [CH3:1][N:2]1[C:6]([C:7]2[CH:8]=[C:9]([C:12]([OH:14])=O)[S:10][CH:11]=2)=[CH:5][CH:4]=[N:3]1.[NH2:15][C@@H:16]([CH2:29][C:30]1[C:35]([F:36])=[CH:34][CH:33]=[CH:32][C:31]=1[F:37])[CH2:17][N:18]1[C:26](=[O:27])[C:25]2[C:20](=[CH:21][CH:22]=[CH:23][CH:24]=2)[C:19]1=[O:28].C1CN([P+](Br)(N2CCCC2)N2CCCC2)CC1.F[P-](F)(F)(F)(F)F.CCN(C(C)C)C(C)C. The catalyst is C(Cl)(Cl)Cl. The product is [F:37][C:31]1[CH:32]=[CH:33][CH:34]=[C:35]([F:36])[C:30]=1[CH2:29][C@H:16]([NH:15][C:12]([C:9]1[S:10][CH:11]=[C:7]([C:6]2[N:2]([CH3:1])[N:3]=[CH:4][CH:5]=2)[CH:8]=1)=[O:14])[CH2:17][N:18]1[C:26](=[O:27])[C:25]2[C:20](=[CH:21][CH:22]=[CH:23][CH:24]=2)[C:19]1=[O:28]. The yield is 0.300. (6) The reactants are [F:1][C:2]1[CH:10]=[CH:9][C:5]([C:6]([OH:8])=[O:7])=[CH:4][C:3]=1[N+:11]([O-:13])=[O:12].[CH2:14](O)[CH3:15].C1(C)C=CC=CC=1.S(=O)(=O)(O)O. No catalyst specified. The product is [F:1][C:2]1[CH:10]=[CH:9][C:5]([C:6]([O:8][CH2:14][CH3:15])=[O:7])=[CH:4][C:3]=1[N+:11]([O-:13])=[O:12]. The yield is 0.930. (7) The reactants are [Si]([O:8][CH2:9][C:10]1[C:15]([Cl:16])=[CH:14][C:13]([C:17]2([F:30])[CH2:22][CH2:21][N:20]([C:23]([O:25][C:26]([CH3:29])([CH3:28])[CH3:27])=[O:24])[CH2:19][CH2:18]2)=[CH:12][N:11]=1)(C(C)(C)C)(C)C.[F-].C([N+](CCCC)(CCCC)CCCC)CCC.O1CCCC1.O. The catalyst is O1CCCC1. The product is [Cl:16][C:15]1[C:10]([CH2:9][OH:8])=[N:11][CH:12]=[C:13]([C:17]2([F:30])[CH2:18][CH2:19][N:20]([C:23]([O:25][C:26]([CH3:27])([CH3:28])[CH3:29])=[O:24])[CH2:21][CH2:22]2)[CH:14]=1. The yield is 0.810.